Dataset: Reaction yield outcomes from USPTO patents with 853,638 reactions. Task: Predict the reaction yield, written as a fraction of the theoretical maximum amount of product (1.0 means a 100% yield; for example, 0.34 means a 34% yield). (1) The reactants are [C:1]([Si:5]([CH3:36])([CH3:35])[O:6][CH:7]([CH2:11][CH2:12][CH:13]1[CH:22]([S:23]([C:26]2[CH:31]=[CH:30][C:29]([Cl:32])=[CH:28][CH:27]=2)(=[O:25])=[O:24])[C:21]2[C:16](=[C:17]([F:34])[CH:18]=[CH:19][C:20]=2[F:33])[O:15][CH2:14]1)[CH2:8][CH2:9]O)([CH3:4])([CH3:3])[CH3:2].CCN(CC)CC.CS(Cl)(=O)=O.CC([O-])(C)C.[K+]. The catalyst is C(Cl)Cl.C1COCC1. The product is [C:1]([Si:5]([O:6][CH:7]1[CH2:11][CH2:12][CH:13]2[CH2:14][O:15][C:16]3[C:21]([C:22]2([S:23]([C:26]2[CH:27]=[CH:28][C:29]([Cl:32])=[CH:30][CH:31]=2)(=[O:24])=[O:25])[CH2:9][CH2:8]1)=[C:20]([F:33])[CH:19]=[CH:18][C:17]=3[F:34])([CH3:36])[CH3:35])([CH3:2])([CH3:4])[CH3:3]. The yield is 0.990. (2) The yield is 0.450. The reactants are COC1C=CC(CN2C3=NC=CC(CO)=C3N=C2)=CC=1.[BH4-].[Na+].[CH3:23][O:24][C:25]1[CH:49]=[CH:48][C:28]([CH2:29][N:30]2[C:34]3=[N:35][C:36]([C:44]([F:47])([F:46])[F:45])=[CH:37][C:38]([C:39](OCC)=[O:40])=[C:33]3[N:32]=[CH:31]2)=[CH:27][CH:26]=1. The product is [CH3:23][O:24][C:25]1[CH:26]=[CH:27][C:28]([CH2:29][N:30]2[C:34]3=[N:35][C:36]([C:44]([F:47])([F:45])[F:46])=[CH:37][C:38]([CH2:39][OH:40])=[C:33]3[N:32]=[CH:31]2)=[CH:48][CH:49]=1. No catalyst specified. (3) The catalyst is C(Cl)(Cl)Cl.O. The reactants are [CH3:1][O:2][C:3]1[CH:4]=[C:5]2[C:10](=[CH:11][C:12]=1[O:13][CH3:14])[N:9]=[CH:8][N:7]=[C:6]2[O:15][C:16]1[CH:22]=[CH:21][C:19]([NH2:20])=[CH:18][CH:17]=1.C(N(CC)CC)C.ClC(Cl)(O[C:34](=[O:40])OC(Cl)(Cl)Cl)Cl.[CH2:42]([N:49]1[CH2:54][CH2:53][NH:52][CH2:51][CH2:50]1)[C:43]1[CH:48]=[CH:47][CH:46]=[CH:45][CH:44]=1. The yield is 0.550. The product is [CH3:1][O:2][C:3]1[CH:4]=[C:5]2[C:10](=[CH:11][C:12]=1[O:13][CH3:14])[N:9]=[CH:8][N:7]=[C:6]2[O:15][C:16]1[CH:22]=[CH:21][C:19]([NH:20][C:34]([N:52]2[CH2:53][CH2:54][N:49]([CH2:42][C:43]3[CH:44]=[CH:45][CH:46]=[CH:47][CH:48]=3)[CH2:50][CH2:51]2)=[O:40])=[CH:18][CH:17]=1. (4) The yield is 0.990. No catalyst specified. The reactants are C([O:3][C:4](=[O:43])[CH2:5][CH2:6][CH2:7][O:8][C:9]1[CH:14]=[CH:13][CH:12]=[C:11]([CH2:15][CH2:16][CH2:17][CH2:18][CH2:19][CH2:20][O:21][C:22]2[CH:27]=[C:26]([C:28]3[CH:32]=[CH:31][S:30][CH:29]=3)[CH:25]=[C:24]([O:33][CH2:34][CH3:35])[CH:23]=2)[C:10]=1[CH2:36][CH2:37][C:38]([O:40]CC)=[O:39])C.[OH-].[Na+]. The product is [C:38]([CH2:37][CH2:36][C:10]1[C:11]([CH2:15][CH2:16][CH2:17][CH2:18][CH2:19][CH2:20][O:21][C:22]2[CH:27]=[C:26]([C:28]3[CH:32]=[CH:31][S:30][CH:29]=3)[CH:25]=[C:24]([O:33][CH2:34][CH3:35])[CH:23]=2)=[CH:12][CH:13]=[CH:14][C:9]=1[O:8][CH2:7][CH2:6][CH2:5][C:4]([OH:43])=[O:3])([OH:40])=[O:39]. (5) The yield is 0.730. The catalyst is CCOC(C)=O. The reactants are [Cl:1][C:2]1[CH:7]=[CH:6][C:5]([C@H:8]([NH:11][S@@](C(C)(C)C)=O)[CH2:9][CH3:10])=[C:4]([F:18])[C:3]=1[O:19][C:20]1[N:21]=[N:22][CH:23]=[CH:24][CH:25]=1.Cl. The product is [ClH:1].[Cl:1][C:2]1[CH:7]=[CH:6][C:5]([C@H:8]([NH2:11])[CH2:9][CH3:10])=[C:4]([F:18])[C:3]=1[O:19][C:20]1[N:21]=[N:22][CH:23]=[CH:24][CH:25]=1. (6) The reactants are [Br:1][C:2]1[CH:7]=[C:6]([F:8])[CH:5]=[CH:4][C:3]=1[CH:9]1[C:14]([C:15]([O:17][CH2:18][CH3:19])=[O:16])=[C:13]([CH2:20]Br)[NH:12][C:11]([C:22]2[C:27]([F:28])=[CH:26][C:25]([F:29])=[CH:24][C:23]=2[F:30])=[N:10]1.[NH:31]1[CH2:36][CH2:35][O:34][CH2:33][CH:32]1[C:37]([OH:39])=[O:38]. No catalyst specified. The product is [Br:1][C:2]1[CH:7]=[C:6]([F:8])[CH:5]=[CH:4][C:3]=1[CH:9]1[N:10]=[C:11]([C:22]2[C:27]([F:28])=[CH:26][C:25]([F:29])=[CH:24][C:23]=2[F:30])[NH:12][C:13]([CH2:20][N:31]2[CH2:36][CH2:35][O:34][CH2:33][CH:32]2[C:37]([OH:39])=[O:38])=[C:14]1[C:15]([O:17][CH2:18][CH3:19])=[O:16]. The yield is 0.330. (7) The reactants are [NH2:1][C:2]1[CH:21]=[CH:20][C:5]([CH2:6][C:7]2[CH:12]=[CH:11][N:10]=[C:9]([NH:13][CH2:14][CH2:15][CH2:16][N:17]([CH3:19])[CH3:18])[CH:8]=2)=[C:4]([F:22])[CH:3]=1.COC1C=CC(CNC2N=CN=C(OC3C=CC(N[C:45]([NH:47][C:48](=[O:57])[CH2:49][C:50]4[CH:55]=[CH:54][C:53]([F:56])=[CH:52][CH:51]=4)=[O:46])=CC=3F)C=2)=CC=1.C(Cl)[Cl:62]. No catalyst specified. The product is [ClH:62].[CH3:19][N:17]([CH3:18])[CH2:16][CH2:15][CH2:14][NH:13][C:9]1[CH:8]=[C:7]([CH2:6][C:5]2[CH:20]=[CH:21][C:2]([NH:1][C:45]([NH:47][C:48](=[O:57])[CH2:49][C:50]3[CH:55]=[CH:54][C:53]([F:56])=[CH:52][CH:51]=3)=[O:46])=[CH:3][C:4]=2[F:22])[CH:12]=[CH:11][N:10]=1. The yield is 0.140. (8) The reactants are C1C=CC2N(O)N=NC=2C=1.CCN(C(C)C)C(C)C.[F:20][C:21]1[CH:29]=[CH:28][CH:27]=[CH:26][C:22]=1[C:23]([OH:25])=O.CCN=C=NCCCN(C)C.Cl.Cl.[C:43]1([C:61]2[CH:66]=[CH:65][CH:64]=[CH:63][CH:62]=2)[CH:48]=[CH:47][C:46]([NH:49][C:50](=[O:60])[CH2:51][C:52](=[O:59])[N:53]2[CH2:58][CH2:57][NH:56][CH2:55][CH2:54]2)=[CH:45][CH:44]=1. The catalyst is CN(C=O)C.O. The product is [C:43]1([C:61]2[CH:66]=[CH:65][CH:64]=[CH:63][CH:62]=2)[CH:44]=[CH:45][C:46]([NH:49][C:50](=[O:60])[CH2:51][C:52]([N:53]2[CH2:54][CH2:55][N:56]([C:23](=[O:25])[C:22]3[CH:26]=[CH:27][CH:28]=[CH:29][C:21]=3[F:20])[CH2:57][CH2:58]2)=[O:59])=[CH:47][CH:48]=1. The yield is 0.940.